This data is from Forward reaction prediction with 1.9M reactions from USPTO patents (1976-2016). The task is: Predict the product of the given reaction. Given the reactants [CH3:1][O:2][CH2:3][C:4]1[C:9]([CH:10]=[CH2:11])=[CH:8][CH:7]=[CH:6][C:5]=1[N:12]1[C:16](=[O:17])[N:15]([CH3:18])[N:14]=[N:13]1.[H][H], predict the reaction product. The product is: [CH3:1][O:2][CH2:3][C:4]1[C:9]([CH2:10][CH3:11])=[CH:8][CH:7]=[CH:6][C:5]=1[N:12]1[C:16](=[O:17])[N:15]([CH3:18])[N:14]=[N:13]1.